Dataset: Forward reaction prediction with 1.9M reactions from USPTO patents (1976-2016). Task: Predict the product of the given reaction. (1) The product is: [CH2:1]([N:4]1[C:10]2[CH:11]=[CH:12][C:13]([Cl:15])=[CH:14][C:9]=2[C@@H:8]([C:16]2[CH:21]=[CH:20][CH:19]=[C:18]([O:22][CH3:23])[C:17]=2[O:24][CH3:25])[S:7][C@H:6]([CH2:26][CH2:32][C:31]([O:34][CH2:35][CH3:36])=[O:33])[C:5]1=[O:30])[CH:2]=[CH2:3]. Given the reactants [CH2:1]([N:4]1[C:10]2[CH:11]=[CH:12][C:13]([Cl:15])=[CH:14][C:9]=2[C@@H:8]([C:16]2[CH:21]=[CH:20][CH:19]=[C:18]([O:22][CH3:23])[C:17]=2[O:24][CH3:25])[S:7][C@H:6]([CH2:26]CC#N)[C:5]1=[O:30])[CH:2]=[CH2:3].[C:31]([O:34][CH2:35][CH3:36])(=[O:33])[CH3:32].C(=O)([O-])O.[Na+], predict the reaction product. (2) The product is: [Cl:21][C:22]1[CH:23]=[CH:24][C:25]([O:40][CH3:41])=[C:26]([C:28]2[N:36]3[C:31]([CH:32]=[N:33][C:34]([S:37]([CH3:39])=[O:38])=[N:35]3)=[CH:30][CH:29]=2)[CH:27]=1. Given the reactants ClC1C=CC(OC)=C(C2N3C(C=NC(SC)=N3)=CC=2)C=1.[Cl:21][C:22]1[CH:23]=[CH:24][C:25]([O:40][CH3:41])=[C:26]([C:28]2[N:36]3[C:31]([CH:32]=[N:33][C:34]([S:37]([CH3:39])=[O:38])=[N:35]3)=[CH:30][CH:29]=2)[CH:27]=1.C(Cl)Cl.ClC1C=CC=C(C(OO)=O)C=1, predict the reaction product. (3) Given the reactants [CH:1]([O:4][C:5]1[N:10]=[C:9]([O:11][CH2:12][C:13]2[CH:18]=[CH:17][CH:16]=[CH:15][C:14]=2[CH2:19][C:20]([O:22][CH3:23])=[O:21])[CH:8]=[C:7]([C:24]([F:27])([F:26])[F:25])[N:6]=1)([CH3:3])[CH3:2].[H-].[Na+].[CH:30]([O:33]C1N=C(O)C=C(C(F)(F)F)N=1)(C)C.C(OC)=O, predict the reaction product. The product is: [OH:33][CH:30]=[C:19]([C:14]1[CH:15]=[CH:16][CH:17]=[CH:18][C:13]=1[CH2:12][O:11][C:9]1[CH:8]=[C:7]([C:24]([F:26])([F:27])[F:25])[N:6]=[C:5]([O:4][CH:1]([CH3:3])[CH3:2])[N:10]=1)[C:20]([O:22][CH3:23])=[O:21]. (4) Given the reactants [Br:1][C:2]1[CH:3]=[C:4]([CH:7]=[CH:8][C:9]=1[OH:10])[C:5]#[N:6].[S:11]1[CH:15]=[CH:14][C:13]([CH2:16][CH2:17]O)=[CH:12]1.C1(P(C2C=CC=CC=2)C2C=CC=CC=2)C=CC=CC=1.CCOC(/N=N/C(OCC)=O)=O, predict the reaction product. The product is: [Br:1][C:2]1[CH:3]=[C:4]([CH:7]=[CH:8][C:9]=1[O:10][CH2:17][CH2:16][C:13]1[CH:14]=[CH:15][S:11][CH:12]=1)[C:5]#[N:6]. (5) The product is: [C:28]([O:27][C:25]([NH:24][CH2:23][CH2:22][C:11]1[C:12]([O:20][CH3:21])=[N:13][C:14]([C:16]([F:19])([F:18])[F:17])=[CH:15][C:10]=1[CH2:9][O:8][Si:1]([C:4]([CH3:7])([CH3:6])[CH3:5])([CH3:3])[CH3:2])=[O:26])([CH3:31])([CH3:30])[CH3:29]. Given the reactants [Si:1]([O:8][CH2:9][C:10]1[CH:15]=[C:14]([C:16]([F:19])([F:18])[F:17])[N:13]=[C:12]([O:20][CH3:21])[C:11]=1[CH2:22][CH2:23][NH2:24])([C:4]([CH3:7])([CH3:6])[CH3:5])([CH3:3])[CH3:2].[C:25](O[C:25]([O:27][C:28]([CH3:31])([CH3:30])[CH3:29])=[O:26])([O:27][C:28]([CH3:31])([CH3:30])[CH3:29])=[O:26], predict the reaction product. (6) Given the reactants [CH2:1]([SH:13])[CH2:2][CH2:3][CH2:4][CH2:5][CH2:6][CH2:7][CH2:8][CH2:9][CH2:10][CH2:11][CH3:12].[H-].[Na+].CS(O[CH2:21][C@@H:22]1[CH2:26][O:25][C:24]([CH3:28])([CH3:27])[O:23]1)(=O)=O, predict the reaction product. The product is: [CH2:1]([S:13][CH2:21][C@@H:22]1[CH2:26][O:25][C:24]([CH3:28])([CH3:27])[O:23]1)[CH2:2][CH2:3][CH2:4][CH2:5][CH2:6][CH2:7][CH2:8][CH2:9][CH2:10][CH2:11][CH3:12].